Dataset: Reaction yield outcomes from USPTO patents with 853,638 reactions. Task: Predict the reaction yield, written as a fraction of the theoretical maximum amount of product (1.0 means a 100% yield; for example, 0.34 means a 34% yield). (1) The reactants are [CH3:1][S:2]([C:5]1[CH:10]=[CH:9][C:8]([C:11]2[CH:20]=[CH:19][C:18]3[C:13](=[CH:14][CH:15]=[C:16]([O:21][CH3:22])[CH:17]=3)[C:12]=2[O:23][C:24]2[CH:38]=[CH:37][C:27]([O:28][CH2:29][CH2:30][N:31]3[CH2:36][CH2:35][CH2:34][CH2:33][CH2:32]3)=[CH:26][CH:25]=2)=[CH:7][CH:6]=1)(=[O:4])=[O:3].[Cl:39]CCl.Cl.C(OCC)C. The catalyst is C(OCC)(=O)C.CO. The product is [ClH:39].[CH3:1][S:2]([C:5]1[CH:6]=[CH:7][C:8]([C:11]2[CH:20]=[CH:19][C:18]3[C:13](=[CH:14][CH:15]=[C:16]([O:21][CH3:22])[CH:17]=3)[C:12]=2[O:23][C:24]2[CH:25]=[CH:26][C:27]([O:28][CH2:29][CH2:30][N:31]3[CH2:36][CH2:35][CH2:34][CH2:33][CH2:32]3)=[CH:37][CH:38]=2)=[CH:9][CH:10]=1)(=[O:4])=[O:3]. The yield is 0.960. (2) The reactants are [N:1](OC(C)(C)C)=[O:2].Cl.O1CCOCC1.[C:15]([O:19][C:20](=[O:40])[NH:21][C:22]1[N:31]=[C:30]([O:32][CH3:33])[C:29]2[C:28]3[CH:34]=[C:35]([F:38])[CH:36]=[CH:37][C:27]=3[C:26]([OH:39])=[CH:25][C:24]=2[N:23]=1)([CH3:18])([CH3:17])[CH3:16]. The catalyst is CN(C=O)C.O. The product is [C:15]([O:19][C:20](=[O:40])[NH:21][C:22]1[N:31]=[C:30]([O:32][CH3:33])[C:29]2[C:28]3[CH:34]=[C:35]([F:38])[CH:36]=[CH:37][C:27]=3[C:26](=[O:39])[C:25](=[N:1][OH:2])[C:24]=2[N:23]=1)([CH3:18])([CH3:16])[CH3:17]. The yield is 0.990. (3) The reactants are [N+:1]([C:4]1[CH:5]=[CH:6][C:7]2[NH:12][CH2:11][CH2:10][S:9][C:8]=2[CH:13]=1)([O-:3])=[O:2].Cl.Cl[CH2:16][CH2:17][N:18]1[CH2:23][CH2:22][CH2:21][CH2:20][CH2:19]1. The catalyst is [Br-].C([N+](CCCC)(CCCC)CCCC)CCC.ClCCl.[OH-].[Na+].O. The product is [N+:1]([C:4]1[CH:5]=[CH:6][C:7]2[N:12]([CH2:16][CH2:17][N:18]3[CH2:23][CH2:22][CH2:21][CH2:20][CH2:19]3)[CH2:11][CH2:10][S:9][C:8]=2[CH:13]=1)([O-:3])=[O:2]. The yield is 0.598. (4) The reactants are [CH3:1][C:2]1[N:3]([C:7]2[CH:13]=[CH:12][C:10]([NH2:11])=[CH:9][CH:8]=2)[CH:4]=[CH:5][N:6]=1.[CH2:14]([O:16][CH:17]=[CH:18][C:19](Cl)=[O:20])[CH3:15]. The catalyst is N1C=CC=CC=1. The product is [CH2:14]([O:16][CH:17]=[CH:18][C:19]([NH:11][C:10]1[CH:12]=[CH:13][C:7]([N:3]2[CH:4]=[CH:5][N:6]=[C:2]2[CH3:1])=[CH:8][CH:9]=1)=[O:20])[CH3:15]. The yield is 0.920. (5) The reactants are Br[C:2]1[CH:11]=[CH:10][C:9]([NH:12][S:13]([CH3:16])(=[O:15])=[O:14])=[CH:8][C:3]=1[C:4]([O:6][CH3:7])=[O:5].[F:17][C:18]([F:29])([F:28])[C:19]1[CH:24]=[CH:23][C:22](B(O)O)=[CH:21][CH:20]=1. The catalyst is C(=O)([O-])[O-].[K+].[K+].CN(C)C=O.O.C1C=CC([P]([Pd]([P](C2C=CC=CC=2)(C2C=CC=CC=2)C2C=CC=CC=2)([P](C2C=CC=CC=2)(C2C=CC=CC=2)C2C=CC=CC=2)[P](C2C=CC=CC=2)(C2C=CC=CC=2)C2C=CC=CC=2)(C2C=CC=CC=2)C2C=CC=CC=2)=CC=1. The product is [CH3:16][S:13]([NH:12][C:9]1[CH:8]=[C:3]([C:4]([O:6][CH3:7])=[O:5])[C:2]([C:22]2[CH:23]=[CH:24][C:19]([C:18]([F:29])([F:28])[F:17])=[CH:20][CH:21]=2)=[CH:11][CH:10]=1)(=[O:15])=[O:14]. The yield is 0.380.